This data is from Catalyst prediction with 721,799 reactions and 888 catalyst types from USPTO. The task is: Predict which catalyst facilitates the given reaction. (1) Reactant: [C:1]([O:5][C:6]([N:8]1[CH2:13][CH2:12][N:11]([C:14]([C:16]2[N:24]3[C:19]([CH:20]=[CH:21][CH:22]=[CH:23]3)=[C:18]([C:25]3[CH:30]=[CH:29][CH:28]=[CH:27][CH:26]=3)[C:17]=2[CH2:31][C:32]2[CH:37]=[CH:36][CH:35]=[C:34]([F:38])[C:33]=2[CH3:39])=[O:15])[CH2:10][C@@H:9]1[CH2:40][C:41](O)=[O:42])=[O:7])([CH3:4])([CH3:3])[CH3:2].[NH2:44][CH2:45][C:46]([CH3:51])([CH3:50])[C:47]([NH2:49])=[O:48].CN(C(ON1N=NC2C=CC=CC1=2)=[N+](C)C)C.[B-](F)(F)(F)F.CC(=O)OCC. Product: [C:1]([O:5][C:6]([N:8]1[CH2:13][CH2:12][N:11]([C:14]([C:16]2[N:24]3[C:19]([CH:20]=[CH:21][CH:22]=[CH:23]3)=[C:18]([C:25]3[CH:26]=[CH:27][CH:28]=[CH:29][CH:30]=3)[C:17]=2[CH2:31][C:32]2[CH:37]=[CH:36][CH:35]=[C:34]([F:38])[C:33]=2[CH3:39])=[O:15])[CH2:10][C@@H:9]1[CH2:40][C:41](=[O:42])[NH:44][CH2:45][C:46]([C:47](=[O:48])[NH2:49])([CH3:51])[CH3:50])=[O:7])([CH3:3])([CH3:4])[CH3:2]. The catalyst class is: 2. (2) Reactant: [NH:1]1[C:9]2[C:4](=[CH:5][CH:6]=[CH:7][CH:8]=2)[C:3]([C:10]2[CH2:11][CH2:12][N:13]([C:16]([O:18][C:19]([CH3:22])([CH3:21])[CH3:20])=[O:17])[CH2:14][CH:15]=2)=[CH:2]1.F[C:24]1[CH:29]=[CH:28][C:27]([N+:30]([O-:32])=[O:31])=[CH:26][CH:25]=1.C([O-])([O-])=O.[Cs+].[Cs+].O. Product: [N+:30]([C:27]1[CH:28]=[CH:29][C:24]([N:1]2[C:9]3[C:4](=[CH:5][CH:6]=[CH:7][CH:8]=3)[C:3]([C:10]3[CH2:11][CH2:12][N:13]([C:16]([O:18][C:19]([CH3:22])([CH3:21])[CH3:20])=[O:17])[CH2:14][CH:15]=3)=[CH:2]2)=[CH:25][CH:26]=1)([O-:32])=[O:31]. The catalyst class is: 3. (3) The catalyst class is: 8. Product: [CH2:1]([O:3][C:4](=[O:31])[C:5]([O:8][C:9]1[CH:14]=[CH:13][C:12]([O:15][CH2:16][CH2:17][C:18]2[N:19]=[C:20]([C:24]3[CH:29]=[CH:28][C:27]([C:35]4[CH:36]=[CH:37][N:32]=[CH:33][CH:34]=4)=[CH:26][CH:25]=3)[O:21][C:22]=2[CH3:23])=[CH:11][CH:10]=1)([CH3:7])[CH3:6])[CH3:2]. Reactant: [CH2:1]([O:3][C:4](=[O:31])[C:5]([O:8][C:9]1[CH:14]=[CH:13][C:12]([O:15][CH2:16][CH2:17][C:18]2[N:19]=[C:20]([C:24]3[CH:29]=[CH:28][C:27](Br)=[CH:26][CH:25]=3)[O:21][C:22]=2[CH3:23])=[CH:11][CH:10]=1)([CH3:7])[CH3:6])[CH3:2].[N:32]1[CH:37]=[CH:36][C:35](B(O)O)=[CH:34][CH:33]=1.C1(C)C=CC=CC=1.C(=O)([O-])[O-].[Na+].[Na+]. (4) Reactant: [NH2:1][C:2]1[C:7]([C:8]([NH:10][CH2:11][C:12]2[CH:17]=[CH:16][C:15]([O-:18])=[CH:14][CH:13]=2)=[O:9])=[CH:6][CH:5]=[CH:4][N:3]=1.[Na+].Br[CH2:21][CH2:22][CH2:23][CH3:24].C(=O)([O-])[O-].[Cs+].[Cs+].CN(C=O)C. Product: [CH2:21]([O:18][C:15]1[CH:14]=[CH:13][C:12]([CH2:11][NH:10][C:8](=[O:9])[C:7]2[CH:6]=[CH:5][CH:4]=[N:3][C:2]=2[NH2:1])=[CH:17][CH:16]=1)[CH2:22][CH2:23][CH3:24]. The catalyst class is: 6. (5) Reactant: [CH2:1]([N:8]([CH2:16][C:17]1[C:25]2[C:24](=O)[NH:23][C:22]([NH:27][C:28](=[O:36])[CH2:29][CH2:30][CH2:31][CH2:32][CH2:33][CH2:34][CH3:35])=[N:21][C:20]=2[NH:19][CH:18]=1)[CH2:9][C:10]1[CH:15]=[CH:14][CH:13]=[CH:12][CH:11]=1)[C:2]1[CH:7]=[CH:6][CH:5]=[CH:4][CH:3]=1.C1(N(C)C)C=CC=CC=1.O=P(Cl)(Cl)[Cl:48]. Product: [Cl:48][C:24]1[C:25]2[C:17]([CH2:16][N:8]([CH2:9][C:10]3[CH:15]=[CH:14][CH:13]=[CH:12][CH:11]=3)[CH2:1][C:2]3[CH:7]=[CH:6][CH:5]=[CH:4][CH:3]=3)=[CH:18][NH:19][C:20]=2[N:21]=[C:22]([NH:27][C:28](=[O:36])[CH2:29][CH2:30][CH2:31][CH2:32][CH2:33][CH2:34][CH3:35])[N:23]=1. The catalyst class is: 23.